From a dataset of Forward reaction prediction with 1.9M reactions from USPTO patents (1976-2016). Predict the product of the given reaction. (1) Given the reactants [N:1]([C:4]1[CH:5]=[CH:6][C:7]([F:30])=[C:8]([C:10]2([CH3:29])[CH2:15][C:14]3([CH2:20][CH2:19][O:18][CH2:17][CH2:16]3)[O:13][C:12]([NH:21][C:22](=[O:28])[O:23][C:24]([CH3:27])([CH3:26])[CH3:25])=[N:11]2)[CH:9]=1)=[N+]=[N-], predict the reaction product. The product is: [NH2:1][C:4]1[CH:5]=[CH:6][C:7]([F:30])=[C:8]([C:10]2([CH3:29])[CH2:15][C:14]3([CH2:20][CH2:19][O:18][CH2:17][CH2:16]3)[O:13][C:12]([NH:21][C:22](=[O:28])[O:23][C:24]([CH3:25])([CH3:27])[CH3:26])=[N:11]2)[CH:9]=1. (2) Given the reactants I[C:2]1[N:3]=[CH:4][N:5]([C:7]([C:20]2[CH:25]=[CH:24][CH:23]=[CH:22][CH:21]=2)([C:14]2[CH:19]=[CH:18][CH:17]=[CH:16][CH:15]=2)[C:8]2[CH:13]=[CH:12][CH:11]=[CH:10][CH:9]=2)[CH:6]=1.C([Mg]Br)C.[CH2:30]([Sn:34](Cl)([CH2:39][CH2:40][CH2:41][CH3:42])[CH2:35][CH2:36][CH2:37][CH3:38])[CH2:31][CH2:32][CH3:33], predict the reaction product. The product is: [CH2:39]([Sn:34]([CH2:30][CH2:31][CH2:32][CH3:33])([CH2:35][CH2:36][CH2:37][CH3:38])[C:2]1[N:3]=[CH:4][N:5]([C:7]([C:20]2[CH:25]=[CH:24][CH:23]=[CH:22][CH:21]=2)([C:14]2[CH:19]=[CH:18][CH:17]=[CH:16][CH:15]=2)[C:8]2[CH:13]=[CH:12][CH:11]=[CH:10][CH:9]=2)[CH:6]=1)[CH2:40][CH2:41][CH3:42]. (3) Given the reactants C(=O)([O-])[O-].[K+].[K+].[I:7][C:8]1[CH:13]=[CH:12][C:11]([OH:14])=[CH:10][CH:9]=1.[C:15]([O:19][C:20]([N:22]1[CH2:27][CH2:26][CH:25](OS(C)(=O)=O)[CH2:24][CH2:23]1)=[O:21])([CH3:18])([CH3:17])[CH3:16].[OH-].[Na+], predict the reaction product. The product is: [I:7][C:8]1[CH:13]=[CH:12][C:11]([O:14][CH:25]2[CH2:26][CH2:27][N:22]([C:20]([O:19][C:15]([CH3:18])([CH3:17])[CH3:16])=[O:21])[CH2:23][CH2:24]2)=[CH:10][CH:9]=1. (4) Given the reactants [C:1]([NH:4][C:5]1[C:10](=O)[CH2:9][CH:8]([C:12]([O:14][CH2:15][CH3:16])=[O:13])[CH2:7][C:6]=1[OH:17])(=O)[CH3:2].[CH2:18]([NH2:21])[CH:19]=[CH2:20].O[C@@H](C)CNC(C1C2CCC3(NC=2C2N=C(C)N(C)C=2C=1)CC1C(=CC=CC=1)C3)=O, predict the reaction product. The product is: [CH2:18]([N:21]1[C:10]2[CH2:9][CH:8]([C:12]([O:14][CH2:15][CH3:16])=[O:13])[CH2:7][C:6](=[O:17])[C:5]=2[N:4]=[C:1]1[CH3:2])[CH:19]=[CH2:20]. (5) Given the reactants [CH3:1][N:2]1[C:6](=[O:7])[CH2:5][CH2:4][CH2:3]1.[Cl:8][C:9]1[CH:10]=[C:11]([NH:16][C:17]2[C:26]3[C:21](=[CH:22][C:23]([O:28][CH2:29][CH3:30])=[C:24]([NH2:27])[CH:25]=3)[N:20]=[CH:19][C:18]=2[C:31]#[N:32])[CH:12]=[CH:13][C:14]=1[F:15].O.[C:34](=O)(O)[O-].[Na+], predict the reaction product. The product is: [CH3:30][CH2:29][O:28][C:23]1[CH:22]=[C:21]2[N:20]=[CH:19][C:18]([C:31]#[N:32])=[C:17]([NH:16][C:11]3[CH:12]=[CH:13][C:14]([F:15])=[C:9]([Cl:8])[CH:10]=3)[C:26]2=[CH:25][C:24]=1[NH:27][C:6](/[CH:5]=[CH:4]/[CH2:3][N:2]([CH3:1])[CH3:34])=[O:7]. (6) Given the reactants [CH2:1]([O:3][C:4](=[O:14])[C:5]1[CH:10]=[C:9]([Br:11])[C:8]([CH3:12])=[CH:7][C:6]=1[NH2:13])[CH3:2].[C:15]([O:19][C:20](N([C:20]([O:19][C:15]([CH3:18])([CH3:17])[CH3:16])=[O:21])C1C(Br)=CC(C(F)(F)F)=C(Cl)C=1)=[O:21])([CH3:18])([CH3:17])[CH3:16], predict the reaction product. The product is: [CH2:1]([O:3][C:4](=[O:14])[C:5]1[CH:10]=[C:9]([Br:11])[C:8]([CH3:12])=[CH:7][C:6]=1[N:13]([C:20]([O:19][C:15]([CH3:18])([CH3:17])[CH3:16])=[O:21])[C:20]([O:19][C:15]([CH3:18])([CH3:17])[CH3:16])=[O:21])[CH3:2]. (7) The product is: [CH:6]1([C@@H:5]2[N:4]([C:8]3[CH:13]=[CH:12][C:11]([O:14][CH3:15])=[CH:10][CH:9]=3)[C:3](=[O:16])[C@@H:2]2[OH:1])[CH2:17][CH2:7]1. Given the reactants [OH:1][C@@H:2]1[C@H:5]([CH:6]=[CH2:7])[N:4]([C:8]2[CH:13]=[CH:12][C:11]([O:14][CH3:15])=[CH:10][CH:9]=2)[C:3]1=[O:16].[CH2:17]([Zn]CC)C.ICI.[Cl-].[NH4+], predict the reaction product. (8) Given the reactants [Cl-].[F:2][C:3]1([F:11])[CH2:8][CH2:7][NH:6][CH2:5][CH:4]1[CH2:9][OH:10].[CH3:12][C:13]([O:16][C:17](O[C:17]([O:16][C:13]([CH3:15])([CH3:14])[CH3:12])=[O:18])=[O:18])([CH3:15])[CH3:14], predict the reaction product. The product is: [C:13]([O:16][C:17]([N:6]1[CH2:7][CH2:8][C:3]([F:11])([F:2])[CH:4]([CH2:9][OH:10])[CH2:5]1)=[O:18])([CH3:15])([CH3:14])[CH3:12].